From a dataset of Full USPTO retrosynthesis dataset with 1.9M reactions from patents (1976-2016). Predict the reactants needed to synthesize the given product. (1) Given the product [Cl:1][C:2]1[C:7]([Cl:8])=[CH:6][CH:5]=[CH:4][C:3]=1[S:9]([CH2:44][NH:43][CH2:46][CH2:47][C:22]([CH2:48][NH:49][CH2:50][CH2:51][C:52]1[CH:53]=[CH:54][C:55]([C:58]2[N:59]([C:63]([O:65][C:66]([CH3:69])([CH3:68])[CH3:67])=[O:64])[CH2:60][CH2:61][N:62]=2)=[CH:56][CH:57]=1)=[O:26])(=[O:10])=[O:11], predict the reactants needed to synthesize it. The reactants are: [Cl:1][C:2]1[C:7]([Cl:8])=[CH:6][CH:5]=[CH:4][C:3]=1[S:9](N(C)CCC(O)=O)(=[O:11])=[O:10].CN([C:22]([O:26]N1N=NC2C=CC=CC1=2)=[N+](C)C)C.[B-](F)(F)(F)F.C([N:43]([CH2:46][CH3:47])[CH2:44]C)C.[CH3:48][NH:49][CH2:50][CH2:51][C:52]1[CH:57]=[CH:56][C:55]([C:58]2[N:59]([C:63]([O:65][C:66]([CH3:69])([CH3:68])[CH3:67])=[O:64])[CH2:60][CH2:61][N:62]=2)=[CH:54][CH:53]=1. (2) Given the product [N:1]1[CH:6]=[CH:5][N:4]=[CH:3][C:2]=1[C:7]([NH:21][C:22]1[CH:27]=[CH:26][CH:25]=[CH:24][C:23]=1[NH:28][C:29](=[O:35])[O:30][C:31]([CH3:33])([CH3:32])[CH3:34])=[O:9], predict the reactants needed to synthesize it. The reactants are: [N:1]1[CH:6]=[CH:5][N:4]=[CH:3][C:2]=1[C:7]([OH:9])=O.CCN=C=NCCCN(C)C.[NH2:21][C:22]1[CH:27]=[CH:26][CH:25]=[CH:24][C:23]=1[NH:28][C:29](=[O:35])[O:30][C:31]([CH3:34])([CH3:33])[CH3:32].